This data is from Forward reaction prediction with 1.9M reactions from USPTO patents (1976-2016). The task is: Predict the product of the given reaction. Given the reactants Br[C:2]1[CH:19]=[CH:18][C:5]2[N:6]([C:12]3[CH:17]=[CH:16][CH:15]=[CH:14][CH:13]=3)[CH2:7][CH2:8][N:9]([CH3:11])[CH2:10][C:4]=2[CH:3]=1.B1(B2OC(C)(C)C(C)(C)O2)OC(C)(C)C(C)(C)O1.C([O-])(=O)C.[K+].C(=O)([O-])[O-].[Cs+].[Cs+].Cl[C:50]1[N:51]=[N:52][C:53]([CH3:56])=[CH:54][CH:55]=1, predict the reaction product. The product is: [CH3:11][N:9]1[CH2:10][C:4]2[CH:3]=[C:2]([C:50]3[N:51]=[N:52][C:53]([CH3:56])=[CH:54][CH:55]=3)[CH:19]=[CH:18][C:5]=2[N:6]([C:12]2[CH:17]=[CH:16][CH:15]=[CH:14][CH:13]=2)[CH2:7][CH2:8]1.